From a dataset of Catalyst prediction with 721,799 reactions and 888 catalyst types from USPTO. Predict which catalyst facilitates the given reaction. (1) The catalyst class is: 203. Reactant: Br[C:2]1[C:7]([Cl:8])=[CH:6][C:5]([NH:9][C:10]2[N:14]=[C:13]([NH2:15])[NH:12][N:11]=2)=[CH:4][C:3]=1[Cl:16].[C:17]([C:20]1[CH:21]=[C:22](B(O)O)[CH:23]=[CH:24][CH:25]=1)(=[O:19])[NH2:18].C(=O)([O-])[O-].[K+].[K+]. Product: [NH2:15][C:13]1[NH:12][N:11]=[C:10]([NH:9][C:5]2[CH:6]=[C:7]([Cl:8])[C:2]([C:24]3[CH:23]=[CH:22][CH:21]=[C:20]([C:17]([NH2:18])=[O:19])[CH:25]=3)=[C:3]([Cl:16])[CH:4]=2)[N:14]=1. (2) Reactant: C(OC(=O)/[N:7]=[C:8]1\[N:9]([CH2:29][C:30]2[CH:35]=[CH:34][CH:33]=[CH:32][CH:31]=2)[C:10](=[O:28])[NH:11]\[C:12]\1=[CH:13]/[C:14]1[CH:19]=[CH:18][C:17]([N:20]2[CH:24]=[C:23]([CH3:25])[N:22]=[CH:21]2)=[C:16]([O:26][CH3:27])[CH:15]=1)(C)(C)C.FC(F)(F)C(O)=O. Product: [CH2:29]([N:9]1[C:8](=[NH:7])/[C:12](=[CH:13]/[C:14]2[CH:19]=[CH:18][C:17]([N:20]3[CH:24]=[C:23]([CH3:25])[N:22]=[CH:21]3)=[C:16]([O:26][CH3:27])[CH:15]=2)/[NH:11][C:10]1=[O:28])[C:30]1[CH:35]=[CH:34][CH:33]=[CH:32][CH:31]=1. The catalyst class is: 2. (3) Reactant: [CH2:1]([O:8][C:9]([NH:11][CH:12]1[N:18]=[C:17]([CH2:19][CH3:20])[C:16]2[CH:21]=[CH:22][CH:23]=[C:24]([CH3:25])[C:15]=2[NH:14][C:13]1=[O:26])=[O:10])[C:2]1[CH:7]=[CH:6][CH:5]=[CH:4][CH:3]=1.[H-].[Na+].Br[CH2:30][C:31]([O:33][CH2:34][CH3:35])=[O:32].Cl. Product: [CH2:1]([O:8][C:9]([NH:11][CH:12]1[N:18]=[C:17]([CH2:19][CH3:20])[C:16]2[CH:21]=[CH:22][CH:23]=[C:24]([CH3:25])[C:15]=2[N:14]([CH2:30][C:31]([O:33][CH2:34][CH3:35])=[O:32])[C:13]1=[O:26])=[O:10])[C:2]1[CH:7]=[CH:6][CH:5]=[CH:4][CH:3]=1. The catalyst class is: 9. (4) Reactant: [C:1]([C:5]1[NH:6][CH:7]=[CH:8][N:9]=1)([CH3:4])([CH3:3])[CH3:2].[H-].[Na+].[CH3:12][N:13]([CH3:18])[S:14](Cl)(=[O:16])=[O:15].[NH4+].[Cl-]. Product: [C:1]([C:5]1[N:6]([S:14]([N:13]([CH3:18])[CH3:12])(=[O:16])=[O:15])[CH:7]=[CH:8][N:9]=1)([CH3:4])([CH3:3])[CH3:2]. The catalyst class is: 3. (5) Reactant: [Br:1][C:2]1[CH:7]=[CH:6][C:5](I)=[CH:4][CH:3]=1.C1C=NC2C3N=CC=CC=3C=CC=2C=1.[CH:23]1([OH:28])[CH2:27][CH2:26][CH2:25][CH2:24]1.C([O-])([O-])=O.[Cs+].[Cs+]. Product: [Br:1][C:2]1[CH:7]=[CH:6][C:5]([O:28][CH:23]2[CH2:27][CH2:26][CH2:25][CH2:24]2)=[CH:4][CH:3]=1. The catalyst class is: 432.